From a dataset of Forward reaction prediction with 1.9M reactions from USPTO patents (1976-2016). Predict the product of the given reaction. (1) Given the reactants Br[C:2]1[CH:3]=[C:4]([CH:9]=[CH:10][CH:11]=1)[C:5]([O:7][CH3:8])=[O:6].C1C=CC(P(C2C(C3C(P(C4C=CC=CC=4)C4C=CC=CC=4)=CC=C4C=3C=CC=C4)=C3C(C=CC=C3)=CC=2)C2C=CC=CC=2)=CC=1.C(=O)([O-])[O-].[Cs+].[Cs+].[NH:64]1[CH2:69][CH2:68][CH:67]([NH:70][C:71](=[O:80])[O:72][CH2:73][C:74]2[CH:79]=[CH:78][CH:77]=[CH:76][CH:75]=2)[CH2:66][CH2:65]1, predict the reaction product. The product is: [CH2:73]([O:72][C:71]([NH:70][CH:67]1[CH2:68][CH2:69][N:64]([C:2]2[CH:3]=[C:4]([CH:9]=[CH:10][CH:11]=2)[C:5]([O:7][CH3:8])=[O:6])[CH2:65][CH2:66]1)=[O:80])[C:74]1[CH:75]=[CH:76][CH:77]=[CH:78][CH:79]=1. (2) Given the reactants [F:1][C:2]1[CH:13]=[CH:12][C:5]2[C:6](=[O:11])OC(=O)[NH:9][C:4]=2[CH:3]=1.Cl.[CH3:15][O:16][NH2:17].[OH-].[Na+], predict the reaction product. The product is: [NH2:9][C:4]1[CH:3]=[C:2]([F:1])[CH:13]=[CH:12][C:5]=1[C:6]([NH:17][O:16][CH3:15])=[O:11].